From a dataset of Forward reaction prediction with 1.9M reactions from USPTO patents (1976-2016). Predict the product of the given reaction. Given the reactants C[C:2]1[CH:3]=[C:4]([OH:10])[C:5]([O:8][CH3:9])=[CH:6][CH:7]=1.[CH3:11][C:12]1[CH:13]=[C:14]([OH:18])[CH:15]=[CH:16][CH:17]=1.[CH3:19]OS([O-])(=O)=O.C[N+](CC)(CC)CC, predict the reaction product. The product is: [OH:10][C:4]1[C:5]([O:8][CH3:9])=[CH:6][C:7]([CH3:19])=[CH:2][C:3]=1[C:15]1[CH:16]=[CH:17][C:12]([CH3:11])=[CH:13][C:14]=1[OH:18].